Predict the reactants needed to synthesize the given product. From a dataset of Full USPTO retrosynthesis dataset with 1.9M reactions from patents (1976-2016). (1) The reactants are: [NH2:1][C:2](=[O:42])[CH2:3][C:4]1[CH:41]=[CH:40][CH:39]=[CH:38][C:5]=1[CH2:6][CH2:7][C:8]1[C:13]([C:14]([F:17])([F:16])[F:15])=[CH:12][N:11]=[C:10]([NH:18][C:19]2[CH:24]=[CH:23][C:22]([CH:25]3[O:30][CH2:29][CH2:28][N:27](C(OC(C)(C)C)=O)[CH2:26]3)=[CH:21][CH:20]=2)[N:9]=1.C(O)(C(F)(F)F)=O. Given the product [NH:27]1[CH2:28][CH2:29][O:30][CH:25]([C:22]2[CH:23]=[CH:24][C:19]([NH:18][C:10]3[N:9]=[C:8]([CH2:7][CH2:6][C:5]4[CH:38]=[CH:39][CH:40]=[CH:41][C:4]=4[CH2:3][C:2]([NH2:1])=[O:42])[C:13]([C:14]([F:17])([F:15])[F:16])=[CH:12][N:11]=3)=[CH:20][CH:21]=2)[CH2:26]1, predict the reactants needed to synthesize it. (2) Given the product [F:34][C:28]1[CH:29]=[C:30]([CH3:33])[CH:31]=[CH:32][C:27]=1[NH:26][C:20]1[C:19]2[C:24](=[CH:25][C:16]([O:15][CH2:14][CH:11]3[CH2:10][CH2:9][NH:8][CH2:13][CH2:12]3)=[C:17]([O:35][CH3:36])[CH:18]=2)[N:23]=[CH:22][N:21]=1, predict the reactants needed to synthesize it. The reactants are: C(OC([N:8]1[CH2:13][CH2:12][CH:11]([CH2:14][O:15][C:16]2[CH:25]=[C:24]3[C:19]([C:20]([NH:26][C:27]4[CH:32]=[CH:31][C:30]([CH3:33])=[CH:29][C:28]=4[F:34])=[N:21][CH:22]=[N:23]3)=[CH:18][C:17]=2[O:35][CH3:36])[CH2:10][CH2:9]1)=O)(C)(C)C.C(O)(C(F)(F)F)=O. (3) Given the product [CH:23]1[C:17]2[N:16]3[C:12]([C@@H:10]4[C@H:9]([CH3:34])[CH2:8][N:7]([C:5](=[O:6])[CH2:4][CH:1]5[CH2:3][CH2:2]5)[CH2:11]4)=[CH:13][N:14]=[C:15]3[CH:20]=[N:19][C:18]=2[NH:21][CH:22]=1, predict the reactants needed to synthesize it. The reactants are: [CH:1]1([CH2:4][C:5]([N:7]2[CH2:11][C@H:10]([C:12]3[N:16]4[C:17]5[CH:23]=[CH:22][N:21](S(C6C=CC(C)=CC=6)(=O)=O)[C:18]=5[N:19]=[CH:20][C:15]4=[N:14][CH:13]=3)[C@H:9]([CH3:34])[CH2:8]2)=[O:6])[CH2:3][CH2:2]1.[OH-].[Na+]. (4) The reactants are: [O-]CC.[Na+].[C:5]([C:9]([CH3:11])=[O:10])([CH3:8])([CH3:7])[CH3:6].[C:12](OCC)(=[O:18])[C:13]([O:15][CH2:16][CH3:17])=[O:14]. Given the product [CH2:16]([O:15][C:13](=[O:14])[C:12](=[O:18])[CH2:11][C:9](=[O:10])[C:5]([CH3:8])([CH3:7])[CH3:6])[CH3:17], predict the reactants needed to synthesize it.